This data is from Reaction yield outcomes from USPTO patents with 853,638 reactions. The task is: Predict the reaction yield, written as a fraction of the theoretical maximum amount of product (1.0 means a 100% yield; for example, 0.34 means a 34% yield). (1) The reactants are [CH2:1]=[C:2]([CH:4]1[CH2:15][CH2:14][CH2:13][CH2:12][CH2:11][CH2:10][CH2:9][CH2:8][CH2:7][CH2:6][C:5]1=[O:16])[CH3:3].[CH3:17][O:18][N:19]=[CH:20][CH3:21].Cl[Sn](Cl)(Cl)Cl. The catalyst is ClCCCl. The product is [CH3:17][O:18][N:19]1[CH:20]([CH3:21])[CH2:3][C:2]([CH3:1])=[CH:4][CH2:15][CH2:14][CH2:13][CH2:12][CH2:11][CH2:10][CH2:9][CH2:8][CH2:7][CH2:6][C:5]1=[O:16]. The yield is 0.880. (2) The reactants are [OH:1][CH2:2][C:3]([C:5]1[CH:10]=[CH:9][CH:8]=[CH:7][CH:6]=1)=[O:4].[H-].[Li+].[CH2:13](Cl)[O:14][CH3:15].[NH4+].[Cl-]. The catalyst is CN(C=O)C. The product is [CH3:13][O:14][CH2:15][O:1][CH2:2][C:3]([C:5]1[CH:10]=[CH:9][CH:8]=[CH:7][CH:6]=1)=[O:4]. The yield is 0.450.